From a dataset of Reaction yield outcomes from USPTO patents with 853,638 reactions. Predict the reaction yield, written as a fraction of the theoretical maximum amount of product (1.0 means a 100% yield; for example, 0.34 means a 34% yield). The product is [CH3:26][O:27][C:28](=[O:38])[CH2:29][CH2:30][CH2:31][CH2:32][CH2:33][CH2:34][C:35]([O:1][CH:2]([C:11]1[CH:12]=[CH:13][C:14]([O:17][CH3:18])=[CH:15][CH:16]=1)[C:3](=[O:4])[C:5]1[CH:6]=[CH:7][CH:8]=[CH:9][CH:10]=1)=[O:36]. The yield is 0.920. The catalyst is C(Cl)Cl. The reactants are [OH:1][CH:2]([C:11]1[CH:16]=[CH:15][C:14]([O:17][CH3:18])=[CH:13][CH:12]=1)[C:3]([C:5]1[CH:10]=[CH:9][CH:8]=[CH:7][CH:6]=1)=[O:4].C(N(CC)CC)C.[CH3:26][O:27][C:28](=[O:38])[CH2:29][CH2:30][CH2:31][CH2:32][CH2:33][CH2:34][C:35](Cl)=[O:36].